This data is from Peptide-MHC class II binding affinity with 134,281 pairs from IEDB. The task is: Regression. Given a peptide amino acid sequence and an MHC pseudo amino acid sequence, predict their binding affinity value. This is MHC class II binding data. The peptide sequence is ALSRVHSMFLGTGGS. The MHC is HLA-DQA10201-DQB10202 with pseudo-sequence HLA-DQA10201-DQB10202. The binding affinity (normalized) is 0.0641.